Dataset: Reaction yield outcomes from USPTO patents with 853,638 reactions. Task: Predict the reaction yield, written as a fraction of the theoretical maximum amount of product (1.0 means a 100% yield; for example, 0.34 means a 34% yield). (1) The reactants are [O:1]=[C:2]1[CH:8](C(OC)=O)[CH2:7][C:6]2[CH:13]=[CH:14][CH:15]=[CH:16][C:5]=2[CH2:4][CH:3]1C(OC)=O.[OH-].[K+]. The catalyst is C(O)C. The product is [CH:13]1[C:6]2[CH2:7][CH2:8][C:2](=[O:1])[CH2:3][CH2:4][C:5]=2[CH:16]=[CH:15][CH:14]=1. The yield is 0.570. (2) The reactants are C1C=C(Cl)C=C(C(OO)=[O:9])C=1.[CH2:12]([N:16]([C:29]1[CH:34]=[CH:33][CH:32]=[CH:31][CH:30]=1)[S:17]([C:20]1[CH:25]=[CH:24][CH:23]=[CH:22][C:21]=1[N+:26]([O-:28])=[O:27])(=[O:19])=[O:18])[CH2:13][CH:14]=[CH2:15]. The catalyst is C(Cl)(Cl)Cl.O.C([O-])(O)=O.[Na+]. The product is [N+:26]([C:21]1[CH:22]=[CH:23][CH:24]=[CH:25][C:20]=1[S:17]([N:16]([CH2:12][CH2:13][CH:14]1[CH2:15][O:9]1)[C:29]1[CH:34]=[CH:33][CH:32]=[CH:31][CH:30]=1)(=[O:19])=[O:18])([O-:28])=[O:27]. The yield is 0.969. (3) The reactants are [Br:1][C:2]1[CH:7]=[CH:6][C:5]([C:8]2[NH:14][C:13](=[O:15])[C:10]3([CH2:12][CH2:11]3)[N:9]=2)=[CH:4][CH:3]=1.Br[CH2:17][CH:18]1[CH2:21][N:20]([C:22]([O:24][C:25]([CH3:28])([CH3:27])[CH3:26])=[O:23])[CH2:19]1.C([O-])([O-])=O.[Cs+].[Cs+]. The catalyst is CN(C=O)C. The yield is 0.730. The product is [Br:1][C:2]1[CH:7]=[CH:6][C:5]([C:8]2[N:14]([CH2:17][CH:18]3[CH2:21][N:20]([C:22]([O:24][C:25]([CH3:26])([CH3:28])[CH3:27])=[O:23])[CH2:19]3)[C:13](=[O:15])[C:10]3([CH2:11][CH2:12]3)[N:9]=2)=[CH:4][CH:3]=1. (4) The reactants are [C:1]([O:5][C:6]([N:8]1[CH2:12][CH2:11][CH2:10][C@H:9]1[C:13]1[NH:14][C:15]([C:18]2[CH:19]=[N:20][C:21]([C:24]3[CH:29]=[CH:28][C:27]([C:30]4[NH:31][C:32]([C@@H:35]5[CH2:39][CH2:38][CH2:37][N:36]5C(OCC5C=CC=CC=5)=O)=[N:33][CH:34]=4)=[CH:26][CH:25]=3)=[N:22][CH:23]=2)=[CH:16][N:17]=1)=[O:7])([CH3:4])([CH3:3])[CH3:2].C([O-])([O-])=O.[K+].[K+].O. The catalyst is CO.[Pd]. The product is [C:1]([O:5][C:6]([N:8]1[CH2:12][CH2:11][CH2:10][C@H:9]1[C:13]1[NH:14][C:15]([C:18]2[CH:23]=[N:22][C:21]([C:24]3[CH:29]=[CH:28][C:27]([C:30]4[NH:31][C:32]([C@@H:35]5[CH2:39][CH2:38][CH2:37][NH:36]5)=[N:33][CH:34]=4)=[CH:26][CH:25]=3)=[N:20][CH:19]=2)=[CH:16][N:17]=1)=[O:7])([CH3:4])([CH3:2])[CH3:3]. The yield is 0.560. (5) The reactants are [CH2:1]([O:3][C:4]([C:6]1[CH:17]=[C:16]([O:18][C:19]2[CH:24]=[CH:23][C:22]([S:25]([CH3:28])(=[O:27])=[O:26])=[CH:21][CH:20]=2)[C:9]2[CH:10]=[C:11]([C:13](O)=[O:14])[O:12][C:8]=2[CH:7]=1)=[O:5])[CH3:2].[CH3:29][N:30](C(ON1N=NC2C=CC=NC1=2)=[N+](C)C)[CH3:31].F[P-](F)(F)(F)(F)F.CCN(C(C)C)C(C)C.Cl.CNC. The catalyst is CN(C=O)C.O. The product is [CH3:29][N:30]([CH3:31])[C:13]([C:11]1[O:12][C:8]2[CH:7]=[C:6]([C:4]([O:3][CH2:1][CH3:2])=[O:5])[CH:17]=[C:16]([O:18][C:19]3[CH:24]=[CH:23][C:22]([S:25]([CH3:28])(=[O:27])=[O:26])=[CH:21][CH:20]=3)[C:9]=2[CH:10]=1)=[O:14]. The yield is 0.960. (6) The catalyst is C(Cl)Cl. The product is [C:21]([O:25][C:26](=[O:30])[CH2:27][O:28][NH:29][C:18]([C@@H:13]1[CH2:12][CH2:11][C@@H:10]2[CH2:17][N:14]1[C:15](=[O:16])[N:9]2[O:8][CH2:1][C:2]1[CH:3]=[CH:4][CH:5]=[CH:6][CH:7]=1)=[O:20])([CH3:24])([CH3:23])[CH3:22]. The yield is 0.790. The reactants are [CH2:1]([O:8][N:9]1[C:15](=[O:16])[N:14]2[CH2:17][C@H:10]1[CH2:11][CH2:12][C@H:13]2[C:18]([OH:20])=O)[C:2]1[CH:7]=[CH:6][CH:5]=[CH:4][CH:3]=1.[C:21]([O:25][C:26](=[O:30])[CH2:27][O:28][NH2:29])([CH3:24])([CH3:23])[CH3:22].ON1C2C=CC=CC=2N=N1.Cl.C(N=C=NCCCN(C)C)C.